This data is from Forward reaction prediction with 1.9M reactions from USPTO patents (1976-2016). The task is: Predict the product of the given reaction. (1) Given the reactants [CH3:1][O:2][C:3]([C:5]1[S:6][C:7]([C:11]([OH:13])=O)=[CH:8][C:9]=1[CH3:10])=[O:4].C(N(CC)CC)C.CN(C(ON1N=NC2C=CC=CC1=2)=[N+](C)C)C.F[P-](F)(F)(F)(F)F.C1C=CC2N(O)N=NC=2C=1.[NH2:55][CH2:56][C:57]1[CH:58]=[CH:59][C:60]([F:64])=[C:61]([OH:63])[CH:62]=1, predict the reaction product. The product is: [CH3:1][O:2][C:3]([C:5]1[S:6][C:7]([C:11](=[O:13])[NH:55][CH2:56][C:57]2[CH:58]=[CH:59][C:60]([F:64])=[C:61]([OH:63])[CH:62]=2)=[CH:8][C:9]=1[CH3:10])=[O:4]. (2) The product is: [CH3:1][O:2][C:3]1[CH:4]=[CH:5][C:6]([C:9]2[O:13][N:12]=[C:11]([CH2:14][CH2:15][C:16]([NH:19][CH2:20][CH2:21][CH2:22][NH:23][C:24]3[C:33]4[C:28](=[CH:29][CH:30]=[CH:31][CH:32]=4)[C:27](=[O:34])[NH:26][N:25]=3)=[O:18])[CH:10]=2)=[CH:7][CH:8]=1. Given the reactants [CH3:1][O:2][C:3]1[CH:8]=[CH:7][C:6]([C:9]2[O:13][N:12]=[C:11]([CH2:14][CH2:15][C:16]([OH:18])=O)[CH:10]=2)=[CH:5][CH:4]=1.[NH2:19][CH2:20][CH2:21][CH2:22][NH:23][C:24]1[C:33]2[C:28](=[CH:29][CH:30]=[CH:31][CH:32]=2)[C:27](=[O:34])[NH:26][N:25]=1.Cl.C(N=C=NCCCN(C)C)C.C(N(CC)CC)C, predict the reaction product. (3) Given the reactants [N:1]1[NH:2][N:3]=[N:4][C:5]=1[C:6]1[CH:13]=[CH:12][C:9]([CH:10]=O)=[CH:8][CH:7]=1.[NH2:14][C:15]1[N:16]=[N:17][C:18]([CH3:21])=[CH:19][CH:20]=1.C([O:24][C:25](=O)[C:26]([OH:39])=[CH:27][C:28]([C:30]1[CH:35]=[CH:34][C:33]([CH:36]([CH3:38])[CH3:37])=[CH:32][CH:31]=1)=[O:29])C, predict the reaction product. The product is: [OH:39][C:26]1[C:25](=[O:24])[N:14]([C:15]2[N:16]=[N:17][C:18]([CH3:21])=[CH:19][CH:20]=2)[CH:10]([C:9]2[CH:12]=[CH:13][C:6]([C:5]3[N:4]=[N:3][NH:2][N:1]=3)=[CH:7][CH:8]=2)[C:27]=1[C:28](=[O:29])[C:30]1[CH:35]=[CH:34][C:33]([CH:36]([CH3:38])[CH3:37])=[CH:32][CH:31]=1. (4) Given the reactants C(OC(=O)[NH:7][CH:8]1[CH2:12][CH2:11][NH:10][CH2:9]1)(C)(C)C.C(N(C(C)C)CC)(C)C.[Br:23][C:24]1[CH:29]=[CH:28][C:27]([S:30]([Cl:33])(=[O:32])=[O:31])=[C:26]([O:34][C:35]([F:38])([F:37])[F:36])[CH:25]=1.C([O-])(O)=O.[Na+].Cl, predict the reaction product. The product is: [ClH:33].[Br:23][C:24]1[CH:29]=[CH:28][C:27]([S:30]([N:10]2[CH2:11][CH2:12][CH:8]([NH2:7])[CH2:9]2)(=[O:32])=[O:31])=[C:26]([O:34][C:35]([F:37])([F:36])[F:38])[CH:25]=1. (5) Given the reactants [Br:1][C:2]1[S:6][C:5]2=[C:7]([C:10](OCC)=[O:11])[N:8]=[CH:9][N:4]2[CH:3]=1.[H-].C([Al+]CC(C)C)C(C)C.C(C(C(C([O-])=O)O)O)([O-])=O.[Na+].[K+], predict the reaction product. The product is: [Br:1][C:2]1[S:6][C:5]2=[C:7]([CH2:10][OH:11])[N:8]=[CH:9][N:4]2[CH:3]=1.